This data is from NCI-60 drug combinations with 297,098 pairs across 59 cell lines. The task is: Regression. Given two drug SMILES strings and cell line genomic features, predict the synergy score measuring deviation from expected non-interaction effect. (1) Drug 1: CN(CC1=CN=C2C(=N1)C(=NC(=N2)N)N)C3=CC=C(C=C3)C(=O)NC(CCC(=O)O)C(=O)O. Drug 2: C1CC(CCC1OC2=C(C(=CC=C2)Cl)F)(CC3=NC(=CC=C3)NC4=NC=CS4)C(=O)O. Cell line: OVCAR3. Synergy scores: CSS=37.8, Synergy_ZIP=-3.73, Synergy_Bliss=-5.48, Synergy_Loewe=-7.45, Synergy_HSA=-5.67. (2) Drug 1: C1=CC=C(C=C1)NC(=O)CCCCCCC(=O)NO. Drug 2: C1C(C(OC1N2C=NC(=NC2=O)N)CO)O. Cell line: UACC-257. Synergy scores: CSS=23.6, Synergy_ZIP=-6.77, Synergy_Bliss=-1.34, Synergy_Loewe=-7.95, Synergy_HSA=-3.59. (3) Drug 1: CN1C(=O)N2C=NC(=C2N=N1)C(=O)N. Drug 2: CC1=C(C(=O)C2=C(C1=O)N3CC4C(C3(C2COC(=O)N)OC)N4)N. Cell line: UO-31. Synergy scores: CSS=23.9, Synergy_ZIP=-5.09, Synergy_Bliss=3.74, Synergy_Loewe=-29.4, Synergy_HSA=3.18.